This data is from Catalyst prediction with 721,799 reactions and 888 catalyst types from USPTO. The task is: Predict which catalyst facilitates the given reaction. (1) Reactant: [CH3:1][C:2]1[S:3][C:4]([C:10]2[CH:15]=[CH:14][CH:13]=[CH:12][CH:11]=2)=[C:5]([C:7]([OH:9])=O)[N:6]=1.C(Cl)(=O)C(Cl)=O.[CH3:22][O:23][C:24]1[C:25]2[N:26]([CH:30]=[C:31]([CH2:33][C@@H:34]3[CH2:39][CH2:38][CH2:37][CH2:36][NH:35]3)[N:32]=2)[CH:27]=[CH:28][CH:29]=1. Product: [CH3:22][O:23][C:24]1[C:25]2[N:26]([CH:30]=[C:31]([CH2:33][C@@H:34]3[CH2:39][CH2:38][CH2:37][CH2:36][N:35]3[C:7]([C:5]3[N:6]=[C:2]([CH3:1])[S:3][C:4]=3[C:10]3[CH:15]=[CH:14][CH:13]=[CH:12][CH:11]=3)=[O:9])[N:32]=2)[CH:27]=[CH:28][CH:29]=1. The catalyst class is: 59. (2) Reactant: [OH:1][CH2:2][C:3]1([CH3:10])[CH2:8][CH2:7][C:6](=[O:9])[CH2:5][CH2:4]1.N1C=CN=C1.[CH3:16][C:17]([Si:20](Cl)([CH3:22])[CH3:21])([CH3:19])[CH3:18].CN(C=O)C. Product: [Si:20]([O:1][CH2:2][C:3]1([CH3:10])[CH2:8][CH2:7][C:6](=[O:9])[CH2:5][CH2:4]1)([C:17]([CH3:19])([CH3:18])[CH3:16])([CH3:22])[CH3:21]. The catalyst class is: 598. (3) Reactant: C(OC([N:8]1[CH2:13][CH2:12][CH:11]([CH:14]2[C:27]3[CH:26]=[CH:25][C:24]([C:28]4[CH:29]=[N:30][CH:31]=[CH:32][CH:33]=4)=[CH:23][C:22]=3[S:21][C:20]3[C:15]2=[CH:16][CH:17]=[CH:18][C:19]=3[O:34][CH3:35])[CH2:10][CH2:9]1)=O)(C)(C)C.C(O)(C(F)(F)F)=O. Product: [CH3:35][O:34][C:19]1[CH:18]=[CH:17][CH:16]=[C:15]2[C:20]=1[S:21][C:22]1[CH:23]=[C:24]([C:28]3[CH:29]=[N:30][CH:31]=[CH:32][CH:33]=3)[CH:25]=[CH:26][C:27]=1[CH:14]2[CH:11]1[CH2:10][CH2:9][NH:8][CH2:13][CH2:12]1. The catalyst class is: 2.